From a dataset of NCI-60 drug combinations with 297,098 pairs across 59 cell lines. Regression. Given two drug SMILES strings and cell line genomic features, predict the synergy score measuring deviation from expected non-interaction effect. (1) Drug 1: C1=CC=C(C=C1)NC(=O)CCCCCCC(=O)NO. Drug 2: C(CC(=O)O)C(=O)CN.Cl. Cell line: U251. Synergy scores: CSS=7.34, Synergy_ZIP=-3.38, Synergy_Bliss=-0.953, Synergy_Loewe=-5.05, Synergy_HSA=-2.59. (2) Drug 1: C1CC(=O)NC(=O)C1N2CC3=C(C2=O)C=CC=C3N. Drug 2: CN(CC1=CN=C2C(=N1)C(=NC(=N2)N)N)C3=CC=C(C=C3)C(=O)NC(CCC(=O)O)C(=O)O. Cell line: HL-60(TB). Synergy scores: CSS=69.4, Synergy_ZIP=3.06, Synergy_Bliss=0.848, Synergy_Loewe=-18.7, Synergy_HSA=0.532.